This data is from Forward reaction prediction with 1.9M reactions from USPTO patents (1976-2016). The task is: Predict the product of the given reaction. Given the reactants C([O:3][CH:4](OCC)[CH2:5][CH2:6][NH:7][C:8](=[O:17])[C:9]([CH2:14][O:15][CH3:16])([CH3:13])[CH2:10][O:11][CH3:12])C.CC1C=CC(S(O)(=O)=O)=CC=1.O, predict the reaction product. The product is: [CH3:16][O:15][CH2:14][C:9]([CH2:10][O:11][CH3:12])([CH3:13])[C:8]([NH:7][CH2:6][CH2:5][CH:4]=[O:3])=[O:17].